This data is from Catalyst prediction with 721,799 reactions and 888 catalyst types from USPTO. The task is: Predict which catalyst facilitates the given reaction. (1) Reactant: [CH:1]1[N:6]=[C:5]([Cl:7])[C:4]2[N:8]=[CH:9][N:10]([C@@H:11]3[O:15][C@H:14]([CH2:16][OH:17])[C@@H:13]([OH:18])[C@H:12]3[OH:19])[C:3]=2[N:2]=1.P(Cl)(Cl)(Cl)=O.[OH-].[NH4+].[P:27](OC)([O:31]C)([O:29]C)=[O:28]. Product: [CH:1]1[N:6]=[C:5]([Cl:7])[C:4]2[N:8]=[CH:9][N:10]([C@@H:11]3[O:15][C@H:14]([CH2:16][O:17][P:27]([OH:31])([OH:29])=[O:28])[C@@H:13]([OH:18])[C@H:12]3[OH:19])[C:3]=2[N:2]=1. The catalyst class is: 6. (2) Reactant: [F:1][C:2]1([F:24])[CH2:7][CH2:6][CH:5]([CH2:8][NH:9][C:10]2[CH:15]=[CH:14][C:13]([NH:16][C:17](=[O:20])[O:18][CH3:19])=[CH:12][C:11]=2[N+:21]([O-])=O)[CH2:4][CH2:3]1. Product: [NH2:21][C:11]1[CH:12]=[C:13]([NH:16][C:17](=[O:20])[O:18][CH3:19])[CH:14]=[CH:15][C:10]=1[NH:9][CH2:8][CH:5]1[CH2:6][CH2:7][C:2]([F:24])([F:1])[CH2:3][CH2:4]1. The catalyst class is: 99.